From a dataset of TCR-epitope binding with 47,182 pairs between 192 epitopes and 23,139 TCRs. Binary Classification. Given a T-cell receptor sequence (or CDR3 region) and an epitope sequence, predict whether binding occurs between them. (1) The epitope is KRWIILGLNK. The TCR CDR3 sequence is CASSPGLDYNEQFF. Result: 0 (the TCR does not bind to the epitope). (2) The epitope is RAKFKQLL. The TCR CDR3 sequence is CASSSLGDRNTEAFF. Result: 1 (the TCR binds to the epitope). (3) The epitope is KAFSPEVIPMF. The TCR CDR3 sequence is CASSQDLLGNEQFF. Result: 0 (the TCR does not bind to the epitope). (4) The epitope is HTDFSSEIIGY. The TCR CDR3 sequence is CASSQELNGSPYNEQFF. Result: 0 (the TCR does not bind to the epitope). (5) The epitope is KLSYGIATV. The TCR CDR3 sequence is CASSSTGTSADTQYF. Result: 1 (the TCR binds to the epitope).